Dataset: Reaction yield outcomes from USPTO patents with 853,638 reactions. Task: Predict the reaction yield, written as a fraction of the theoretical maximum amount of product (1.0 means a 100% yield; for example, 0.34 means a 34% yield). (1) The reactants are C1C[N:4]([P+](ON2N=NC3C=CC=CC2=3)(N2CCCC2)N2CCCC2)CC1.F[P-](F)(F)(F)(F)F.[C:34]([O:38][C:39]([N:41]1[CH2:44][CH:43]([CH2:45][C:46]([OH:48])=O)[CH2:42]1)=[O:40])([CH3:37])([CH3:36])[CH3:35]. The catalyst is CN(C=O)C. The product is [NH2:4][C:46](=[O:48])[CH2:45][CH:43]1[CH2:44][N:41]([C:39]([O:38][C:34]([CH3:37])([CH3:36])[CH3:35])=[O:40])[CH2:42]1. The yield is 0.575. (2) The catalyst is O1CCCC1.O.CO.C(Cl)(Cl)Cl.O. The product is [CH:21]1([S:18]([C:15]2[CH:14]=[CH:13][C:12]([CH:5]([CH2:6][CH:7]3[CH2:8][CH2:9][CH2:10][CH2:11]3)[C:4]([OH:26])=[O:3])=[CH:17][CH:16]=2)(=[O:19])=[O:20])[CH2:22][CH2:23][CH2:24][CH2:25]1. The yield is 0.687. The reactants are C([O:3][C:4](=[O:26])[CH:5]([C:12]1[CH:17]=[CH:16][C:15]([S:18]([CH:21]2[CH2:25][CH2:24][CH2:23][CH2:22]2)(=[O:20])=[O:19])=[CH:14][CH:13]=1)[CH2:6][CH:7]1[CH2:11][CH2:10][CH2:9][CH2:8]1)C.[OH-].[Li+].Cl.